Dataset: Full USPTO retrosynthesis dataset with 1.9M reactions from patents (1976-2016). Task: Predict the reactants needed to synthesize the given product. (1) Given the product [O:3]1[CH:7]=[CH:6][CH:5]=[C:4]1/[C:8](=[N:16]\[O:17][CH2:18][C:19]1[CH:24]=[CH:23][C:22]([O:25][CH2:26][C:27]2[N:28]=[C:29]([C:33]3[CH:34]=[CH:35][CH:36]=[CH:37][CH:38]=3)[O:30][C:31]=2[CH3:32])=[CH:21][CH:20]=1)/[CH2:9][CH2:10][C:11]([OH:13])=[O:12], predict the reactants needed to synthesize it. The reactants are: [OH-].[Na+].[O:3]1[CH:7]=[CH:6][CH:5]=[C:4]1/[C:8](=[N:16]\[O:17][CH2:18][C:19]1[CH:24]=[CH:23][C:22]([O:25][CH2:26][C:27]2[N:28]=[C:29]([C:33]3[CH:38]=[CH:37][CH:36]=[CH:35][CH:34]=3)[O:30][C:31]=2[CH3:32])=[CH:21][CH:20]=1)/[CH2:9][CH2:10][C:11]([O:13]CC)=[O:12].CO.Cl. (2) Given the product [OH:17][C:16]([C:14]1[CH:13]=[CH:12][C:11]2[N:7]([CH2:6][O:5][CH3:4])[C:8](=[O:31])[S:9][C:10]=2[CH:15]=1)([C:18]1[N:22]([CH2:23][O:24][CH2:25][CH2:26][Si:27]([CH3:30])([CH3:29])[CH3:28])[N:21]=[CH:20][CH:19]=1)[CH3:1], predict the reactants needed to synthesize it. The reactants are: [CH3:1][Mg]Br.[CH3:4][O:5][CH2:6][N:7]1[C:11]2[CH:12]=[CH:13][C:14]([C:16]([C:18]3[N:22]([CH2:23][O:24][CH2:25][CH2:26][Si:27]([CH3:30])([CH3:29])[CH3:28])[N:21]=[CH:20][CH:19]=3)=[O:17])=[CH:15][C:10]=2[S:9][C:8]1=[O:31].